This data is from Catalyst prediction with 721,799 reactions and 888 catalyst types from USPTO. The task is: Predict which catalyst facilitates the given reaction. (1) Reactant: [CH:1]1([CH:4]([OH:6])[CH3:5])[CH2:3][CH2:2]1.[CH3:7][S:8](Cl)(=[O:10])=[O:9]. Product: [CH3:7][S:8]([O:6][CH:4]([CH:1]1[CH2:3][CH2:2]1)[CH3:5])(=[O:10])=[O:9]. The catalyst class is: 2. (2) Reactant: [Cl-].[CH3:2][Zn+].Cl[C:5]1[C:10]([N+:11]([O-:13])=[O:12])=[C:9]([CH3:14])[N:8]=[C:7]([O:15][CH3:16])[N:6]=1. Product: [CH3:16][O:15][C:7]1[N:8]=[C:9]([CH3:14])[C:10]([N+:11]([O-:13])=[O:12])=[C:5]([CH3:2])[N:6]=1. The catalyst class is: 30.